Dataset: Reaction yield outcomes from USPTO patents with 853,638 reactions. Task: Predict the reaction yield, written as a fraction of the theoretical maximum amount of product (1.0 means a 100% yield; for example, 0.34 means a 34% yield). The reactants are [CH3:1][C:2]1[N:3]([CH2:35][C:36]([OH:38])=[O:37])[C:4]([C:29]2[CH:34]=[CH:33][CH:32]=[CH:31][CH:30]=2)=[C:5]([CH:23](O)[C:24]([F:27])([F:26])[F:25])[C:6]=1[CH2:7][C:8]1[CH:13]=[CH:12][CH:11]=[CH:10][C:9]=1[S:14]([N:17]1[CH2:22][CH2:21][O:20][CH2:19][CH2:18]1)(=[O:16])=[O:15].FC(F)(F)C(O)=O.C([SiH](CC)CC)C. The catalyst is C(Cl)Cl. The product is [CH3:1][C:2]1[N:3]([CH2:35][C:36]([OH:38])=[O:37])[C:4]([C:29]2[CH:34]=[CH:33][CH:32]=[CH:31][CH:30]=2)=[C:5]([CH2:23][C:24]([F:26])([F:27])[F:25])[C:6]=1[CH2:7][C:8]1[CH:13]=[CH:12][CH:11]=[CH:10][C:9]=1[S:14]([N:17]1[CH2:18][CH2:19][O:20][CH2:21][CH2:22]1)(=[O:15])=[O:16]. The yield is 0.294.